From a dataset of NCI-60 drug combinations with 297,098 pairs across 59 cell lines. Regression. Given two drug SMILES strings and cell line genomic features, predict the synergy score measuring deviation from expected non-interaction effect. (1) Drug 1: CC1=C2C(C(=O)C3(C(CC4C(C3C(C(C2(C)C)(CC1OC(=O)C(C(C5=CC=CC=C5)NC(=O)OC(C)(C)C)O)O)OC(=O)C6=CC=CC=C6)(CO4)OC(=O)C)O)C)O. Drug 2: C1CN1C2=NC(=NC(=N2)N3CC3)N4CC4. Cell line: U251. Synergy scores: CSS=34.8, Synergy_ZIP=4.62, Synergy_Bliss=5.34, Synergy_Loewe=4.72, Synergy_HSA=4.35. (2) Drug 1: CC(C1=C(C=CC(=C1Cl)F)Cl)OC2=C(N=CC(=C2)C3=CN(N=C3)C4CCNCC4)N. Drug 2: C1CN(P(=O)(OC1)NCCCl)CCCl. Cell line: HL-60(TB). Synergy scores: CSS=-0.458, Synergy_ZIP=2.66, Synergy_Bliss=-4.22, Synergy_Loewe=-29.8, Synergy_HSA=-10.1.